Dataset: Catalyst prediction with 721,799 reactions and 888 catalyst types from USPTO. Task: Predict which catalyst facilitates the given reaction. (1) Reactant: [Br:1][C:2]1[CH:7]=[CH:6][C:5]([C:8]([N:10]2[CH2:14][CH2:13][C@@H:12](OS(C)(=O)=O)[CH2:11]2)=[O:9])=[CH:4][CH:3]=1.[CH2:20]([NH:22][CH2:23][CH3:24])[CH3:21]. Product: [Br:1][C:2]1[CH:7]=[CH:6][C:5]([C:8]([N:10]2[CH2:14][CH2:13][C@H:12]([N:22]([CH2:23][CH3:24])[CH2:20][CH3:21])[CH2:11]2)=[O:9])=[CH:4][CH:3]=1. The catalyst class is: 12. (2) Reactant: [NH2:1][C:2]1[C:24]([Cl:25])=[CH:23][C:5](OCCCN2CCN(C(OC(C)(C)C)=O)CC2)=[C:4](C)[CH:3]=1.[C:27]([N:34]1[CH2:39][CH2:38][CH:37]([OH:40])[CH2:36][CH2:35]1)([O:29][C:30]([CH3:33])([CH3:32])[CH3:31])=[O:28].[H-].[Na+].[Cl:43][C:44]1[CH:49]=[C:48](F)[CH:47]=[CH:46][C:45]=1[N+:51]([O-:53])=[O:52]. Product: [NH2:1][C:2]1[CH:3]=[CH:4][C:5]([O:40][CH:37]2[CH2:38][CH2:39][N:34]([C:27]([O:29][C:30]([CH3:33])([CH3:32])[CH3:31])=[O:28])[CH2:35][CH2:36]2)=[CH:23][C:24]=1[Cl:25].[Cl:43][C:44]1[CH:49]=[C:48]([CH:47]=[CH:46][C:45]=1[N+:51]([O-:53])=[O:52])[O:40][CH:37]1[CH2:38][CH2:39][N:34]([C:27]([O:29][C:30]([CH3:33])([CH3:32])[CH3:31])=[O:28])[CH2:35][CH2:36]1. The catalyst class is: 1. (3) Reactant: [N:1]1[CH:6]=[CH:5][C:4]([NH:7][C:8](=[O:14])[O:9][C:10]([CH3:13])([CH3:12])[CH3:11])=[CH:3][CH:2]=1.[N+:15](C1C=C([N+]([O-])=O)C=CC=1ON)([O-])=O.C([O-])([O-])=O.[K+].[K+].[C:35]([O:39][CH2:40][CH3:41])(=[O:38])[C:36]#[CH:37]. Product: [C:10]([O:9][C:8]([NH:7][C:4]1[CH:3]=[CH:2][N:1]2[N:15]=[CH:37][C:36]([C:35]([O:39][CH2:40][CH3:41])=[O:38])=[C:6]2[CH:5]=1)=[O:14])([CH3:11])([CH3:13])[CH3:12]. The catalyst class is: 20. (4) Product: [Cl:66][C:60]1[CH:61]=[CH:62][C:63]([Cl:65])=[CH:64][C:59]=1[C:58]([N:55]1[CH2:54][CH2:53][N:52]([C:50](=[O:51])[CH2:49][NH:48][C:31]([C:28]2[CH:27]=[C:26]([C:20]3[CH:21]=[CH:22][CH:23]=[CH:24][CH:25]=3)[NH:30][N:29]=2)=[O:33])[CH2:57][CH2:56]1)=[O:67]. Reactant: C1C=CC2N(O)N=NC=2C=1.CCN(C(C)C)C(C)C.[C:20]1([C:26]2[NH:30][N:29]=[C:28]([C:31]([OH:33])=O)[CH:27]=2)[CH:25]=[CH:24][CH:23]=[CH:22][CH:21]=1.Cl.CCN=C=NCCCN(C)C.Cl.Cl.[NH2:48][CH2:49][C:50]([N:52]1[CH2:57][CH2:56][N:55]([C:58](=[O:67])[C:59]2[CH:64]=[C:63]([Cl:65])[CH:62]=[CH:61][C:60]=2[Cl:66])[CH2:54][CH2:53]1)=[O:51]. The catalyst class is: 18. (5) Reactant: [C:1]([C:3]1[CH:19]=[CH:18][C:6]([C:7]([NH:9][CH2:10][CH2:11][CH2:12][C:13]([O:15]CC)=[O:14])=[O:8])=[CH:5][CH:4]=1)#[N:2].[H-].[Na+].[CH2:22](I)[CH3:23].[OH-].[Na+].Cl. Product: [C:1]([C:3]1[CH:4]=[CH:5][C:6]([C:7]([N:9]([CH2:10][CH2:11][CH2:12][C:13]([OH:15])=[O:14])[CH2:22][CH3:23])=[O:8])=[CH:18][CH:19]=1)#[N:2]. The catalyst class is: 3. (6) Product: [C:13]([C:10]1[CH:9]=[CH:8][C:7]2[N:6]([CH2:15][C:16]3[CH:21]=[CH:20][CH:19]=[C:18]([F:22])[N:17]=3)[C:5]3[CH2:23][CH:2]([NH:1][C:35](=[O:36])[N:34]([CH3:38])[CH3:33])[CH2:3][C:4]=3[C:12]=2[CH:11]=1)#[N:14]. Reactant: [NH2:1][CH:2]1[CH2:23][C:5]2[N:6]([CH2:15][C:16]3[CH:21]=[CH:20][CH:19]=[C:18]([F:22])[N:17]=3)[C:7]3[CH:8]=[CH:9][C:10]([C:13]#[N:14])=[CH:11][C:12]=3[C:4]=2[CH2:3]1.C(N(C(C)C)CC)(C)C.[CH3:33][N:34]([CH3:38])[C:35](Cl)=[O:36]. The catalyst class is: 4.